This data is from Forward reaction prediction with 1.9M reactions from USPTO patents (1976-2016). The task is: Predict the product of the given reaction. Given the reactants [CH:1]([O:4][C:5]1[CH:11]=[CH:10][C:8]([NH2:9])=[CH:7][CH:6]=1)([CH3:3])[CH3:2].Br[C:13]1[CH:18]=[CH:17][C:16]([Br:19])=[CH:15][N:14]=1, predict the reaction product. The product is: [Br:19][C:16]1[CH:17]=[CH:18][C:13]([NH:9][C:8]2[CH:10]=[CH:11][C:5]([O:4][CH:1]([CH3:3])[CH3:2])=[CH:6][CH:7]=2)=[N:14][CH:15]=1.